From a dataset of Forward reaction prediction with 1.9M reactions from USPTO patents (1976-2016). Predict the product of the given reaction. (1) Given the reactants Cl.[F:2][C:3]1[CH:4]=[C:5]([CH:43]=[CH:44][CH:45]=1)[CH2:6][N:7]1[CH:11]=[C:10]([C:12]2[C:20]3[C:15](=[N:16][CH:17]=[C:18]([C:21]4[CH:26]=[CH:25][C:24]([N:27]5[CH2:32][CH2:31][NH:30][CH2:29][CH2:28]5)=[CH:23][CH:22]=4)[CH:19]=3)[N:14]([S:33]([C:36]3[CH:42]=[CH:41][C:39]([CH3:40])=[CH:38][CH:37]=3)(=[O:35])=[O:34])[CH:13]=2)[CH:9]=[N:8]1.Cl[CH2:47][C:48]([NH2:50])=[O:49].C(=O)(O)[O-].[Na+], predict the reaction product. The product is: [F:2][C:3]1[CH:4]=[C:5]([CH:43]=[CH:44][CH:45]=1)[CH2:6][N:7]1[CH:11]=[C:10]([C:12]2[C:20]3[C:15](=[N:16][CH:17]=[C:18]([C:21]4[CH:26]=[CH:25][C:24]([N:27]5[CH2:28][CH2:29][N:30]([CH2:47][C:48]([NH2:50])=[O:49])[CH2:31][CH2:32]5)=[CH:23][CH:22]=4)[CH:19]=3)[N:14]([S:33]([C:36]3[CH:42]=[CH:41][C:39]([CH3:40])=[CH:38][CH:37]=3)(=[O:34])=[O:35])[CH:13]=2)[CH:9]=[N:8]1. (2) The product is: [CH2:1]([NH2:3])[CH3:2].[Cl:48][C:49]1[CH:50]=[C:51]([CH:52]=[CH:53][CH:54]=1)[O:55][C:12]1[N:13]=[C:14]2[C:6]([C:4]([OH:5])=[O:29])=[CH:7][NH:8][C:9]2=[N:10][CH:11]=1. Given the reactants [CH2:1]([NH:3][C:4]([C:6]1[C:14]2[C:9](=[N:10][CH:11]=[C:12](Br)[N:13]=2)[N:8](COCC[Si](C)(C)C)[CH:7]=1)=[O:5])[CH3:2].C(NC(C1C2C(=NC=C(Br)N=2)N(COCC[Si](C)(C)C)C=1)=[O:29])(C)C.[Cl:48][C:49]1[CH:50]=[C:51]([OH:55])[CH:52]=[CH:53][CH:54]=1.C(C1C=C(O)C=CC=1)#N, predict the reaction product.